Predict the reactants needed to synthesize the given product. From a dataset of Full USPTO retrosynthesis dataset with 1.9M reactions from patents (1976-2016). Given the product [CH3:13][CH:11]([CH2:10][CH2:9][CH2:8][C@H:7]([C@@H:6]1[C@:15]2([CH3:29])[C:3]([C:2]3[CH2:26][CH:25]=[C:24]4[C@:19]([C:18]=3[CH2:17][CH2:16]2)([CH3:28])[CH2:20][CH2:21][C@H:22]([OH:27])[CH2:23]4)=[CH:4][CH2:5]1)[CH3:14])[CH3:12], predict the reactants needed to synthesize it. The reactants are: O1[C@@:18]23[C@:19]4([CH3:28])[C:24](=[CH:25][CH2:26][C@@:2]12[C@H:3]1[C@:15]([CH3:29])([CH2:16][CH2:17]3)[C@@H:6]([C@H:7]([CH3:14])[CH2:8][CH2:9][CH2:10][CH:11]([CH3:13])[CH3:12])[CH2:5][CH2:4]1)[CH2:23][C@@H:22]([OH:27])[CH2:21][CH2:20]4.[C-]#N.C([Al+]CC)C.